Dataset: Reaction yield outcomes from USPTO patents with 853,638 reactions. Task: Predict the reaction yield, written as a fraction of the theoretical maximum amount of product (1.0 means a 100% yield; for example, 0.34 means a 34% yield). (1) The reactants are [N+:1]([C:4]1[CH:12]=[CH:11][C:7]2[N:8]=[CH:9][NH:10][C:6]=2[CH:5]=1)([O-:3])=[O:2].[CH3:13][CH2:14][Mg+].[Br-].ClC1C(=O)C(Cl)=C(Cl)C(=O)C=1Cl.CCOC(C)=O. The catalyst is C1COCC1. The product is [CH2:13]([C:5]1[C:6]2[NH:10][CH:9]=[N:8][C:7]=2[CH:11]=[CH:12][C:4]=1[N+:1]([O-:3])=[O:2])[CH3:14]. The yield is 0.520. (2) No catalyst specified. The reactants are [CH3:1][C:2]1[O:6][N:5]=[C:4]([C:7]2[CH:12]=[CH:11][CH:10]=[CH:9][CH:8]=2)[C:3]=1[CH2:13][OH:14].[Br:15][C:16]1[C:17](Cl)=[N:18][CH:19]=[C:20]([CH:25]=1)[C:21]([O:23][CH3:24])=[O:22]. The yield is 0.370. The product is [CH3:24][O:23][C:21](=[O:22])[C:20]1[CH:25]=[C:16]([Br:15])[C:17]([O:14][CH2:13][C:3]2[C:4]([C:7]3[CH:12]=[CH:11][CH:10]=[CH:9][CH:8]=3)=[N:5][O:6][C:2]=2[CH3:1])=[N:18][CH:19]=1. (3) The reactants are CS([C:5]1[N:10]=[C:9]([C:11]2[CH:16]=[CH:15][C:14]([S:17]([CH3:20])(=[O:19])=[O:18])=[CH:13][CH:12]=2)[CH:8]=[C:7]([C:21]([F:24])([F:23])[F:22])[N:6]=1)(=O)=O.[O:25]1[CH2:30][CH2:29][CH:28]([NH2:31])[CH2:27][CH2:26]1.O. The catalyst is CN1CCCC1=O. The product is [CH3:20][S:17]([C:14]1[CH:15]=[CH:16][C:11]([C:9]2[CH:8]=[C:7]([C:21]([F:24])([F:23])[F:22])[N:6]=[C:5]([NH:31][CH:28]3[CH2:29][CH2:30][O:25][CH2:26][CH2:27]3)[N:10]=2)=[CH:12][CH:13]=1)(=[O:19])=[O:18]. The yield is 0.400. (4) The reactants are [CH:1]1[C:13]2[CH2:12][C:11]3[C:6](=[CH:7][CH:8]=[CH:9][CH:10]=3)[C:5]=2[CH:4]=[CH:3][C:2]=1[NH:14][C:15](=O)[CH:16]([CH3:18])[CH3:17].COC1C=CC(P2(=S)SP(=S)(C3C=CC(OC)=CC=3)[S:29]2)=CC=1. The catalyst is C1(C)C=CC=CC=1. The product is [CH:1]1[C:13]2[CH2:12][C:11]3[C:6](=[CH:7][CH:8]=[CH:9][CH:10]=3)[C:5]=2[CH:4]=[CH:3][C:2]=1[NH:14][C:15](=[S:29])[CH:16]([CH3:18])[CH3:17]. The yield is 1.00. (5) The reactants are Cl[C:2]1[CH:7]=[C:6]([NH:8][C:9]2[CH:14]=[CH:13][C:12]([CH3:15])=[CH:11][CH:10]=2)[CH:5]=[C:4]([C:16]2[CH:21]=[C:20]([Cl:22])[CH:19]=[CH:18][C:17]=2[O:23][CH3:24])[N:3]=1.[C:25]([NH2:28])(=[O:27])[CH3:26]. The catalyst is [Cu]. The product is [Cl:22][C:20]1[CH:19]=[CH:18][C:17]([O:23][CH3:24])=[C:16]([C:4]2[N:3]=[C:2]([NH:28][C:25](=[O:27])[CH3:26])[CH:7]=[C:6]([NH:8][C:9]3[CH:14]=[CH:13][C:12]([CH3:15])=[CH:11][CH:10]=3)[CH:5]=2)[CH:21]=1. The yield is 0.230. (6) The reactants are [C:1]([C:5]1[CH:6]=[C:7]([NH:29][C:30]([NH:32][C@@H:33]2[C:42]3[C:37](=[CH:38][CH:39]=[CH:40][CH:41]=3)[C@H:36]([O:43][C:44]3[CH:45]=[CH:46][C:47]4[N:48]([C:50]([N:53]5[CH2:58][CH2:57][CH2:56][CH2:55][C@@H:54]5[CH3:59])=[N:51][N:52]=4)[CH:49]=3)[CH2:35][CH2:34]2)=[O:31])[N:8]([C:10]2[CH:15]=[CH:14][C:13]([O:16][Si:17]([CH:24]([CH3:26])[CH3:25])([CH:21]([CH3:23])[CH3:22])[CH:18]([CH3:20])[CH3:19])=[C:12]([CH2:27]O)[CH:11]=2)[N:9]=1)([CH3:4])([CH3:3])[CH3:2].CCN(C(C)C)C(C)C.CS([Cl:73])(=O)=O.C(=O)(O)[O-].[Na+]. The catalyst is C(Cl)Cl. The product is [C:1]([C:5]1[CH:6]=[C:7]([NH:29][C:30]([NH:32][C@@H:33]2[C:42]3[C:37](=[CH:38][CH:39]=[CH:40][CH:41]=3)[C@H:36]([O:43][C:44]3[CH:45]=[CH:46][C:47]4[N:48]([C:50]([N:53]5[CH2:58][CH2:57][CH2:56][CH2:55][C@@H:54]5[CH3:59])=[N:51][N:52]=4)[CH:49]=3)[CH2:35][CH2:34]2)=[O:31])[N:8]([C:10]2[CH:15]=[CH:14][C:13]([O:16][Si:17]([CH:24]([CH3:26])[CH3:25])([CH:21]([CH3:23])[CH3:22])[CH:18]([CH3:20])[CH3:19])=[C:12]([CH2:27][Cl:73])[CH:11]=2)[N:9]=1)([CH3:4])([CH3:3])[CH3:2]. The yield is 0.270.